This data is from Forward reaction prediction with 1.9M reactions from USPTO patents (1976-2016). The task is: Predict the product of the given reaction. (1) Given the reactants [OH-].[K+].[OH:3][C:4]1[CH:13]=[C:12]([O:14][CH2:15][O:16][CH3:17])[C:11]([CH:18]([CH3:20])[CH3:19])=[CH:10][C:5]=1[C:6]([O:8]C)=[O:7], predict the reaction product. The product is: [OH:3][C:4]1[CH:13]=[C:12]([O:14][CH2:15][O:16][CH3:17])[C:11]([CH:18]([CH3:20])[CH3:19])=[CH:10][C:5]=1[C:6]([OH:8])=[O:7]. (2) Given the reactants [NH2:1][C:2]1[C:10]([O:11][CH3:12])=[C:9]([O:13][CH3:14])[CH:8]=[C:7]2[C:3]=1[CH2:4][CH2:5][C:6]2=[O:15].[C:16](Cl)(=[O:18])[CH3:17].CCN(C(C)C)C(C)C, predict the reaction product. The product is: [CH3:12][O:11][C:10]1[C:2]([NH:1][C:16](=[O:18])[CH3:17])=[C:3]2[C:7](=[CH:8][C:9]=1[O:13][CH3:14])[C:6](=[O:15])[CH2:5][CH2:4]2.